Dataset: Full USPTO retrosynthesis dataset with 1.9M reactions from patents (1976-2016). Task: Predict the reactants needed to synthesize the given product. (1) The reactants are: Cl.[Br:2][C:3]1[CH:8]=[CH:7][C:6]([NH:9][NH2:10])=[CH:5][CH:4]=1.[C:11]([O-])([O-])=[O:12].[K+].[K+].C(OC)=O. Given the product [Br:2][C:3]1[CH:8]=[CH:7][C:6]([NH:9][NH:10][CH:11]=[O:12])=[CH:5][CH:4]=1, predict the reactants needed to synthesize it. (2) Given the product [O:11]=[C:8]1[C:9]2[C:5](=[CH:4][CH:3]=[C:2]([B:25]3[O:26][C:27]([CH3:29])([CH3:28])[C:23]([CH3:39])([CH3:22])[O:24]3)[CH:10]=2)[CH2:6][N:7]1[CH2:12][CH2:13][NH:14][C:15](=[O:21])[O:16][C:17]([CH3:20])([CH3:19])[CH3:18], predict the reactants needed to synthesize it. The reactants are: Br[C:2]1[CH:10]=[C:9]2[C:5]([CH2:6][N:7]([CH2:12][CH2:13][NH:14][C:15](=[O:21])[O:16][C:17]([CH3:20])([CH3:19])[CH3:18])[C:8]2=[O:11])=[CH:4][CH:3]=1.[CH3:22][C:23]1([CH3:39])[C:27]([CH3:29])([CH3:28])[O:26][B:25]([B:25]2[O:26][C:27]([CH3:29])([CH3:28])[C:23]([CH3:39])([CH3:22])[O:24]2)[O:24]1.C([O-])(=O)C.[K+]. (3) Given the product [N:1]1[N:5]2[C:6]([C:10]3[CH:11]=[C:12]([NH:16][C:17](=[O:28])[C:18]4[CH:23]=[CH:22][CH:21]=[C:20]([C:24]([F:25])([F:26])[F:27])[CH:19]=4)[CH:13]=[CH:14][CH:15]=3)=[CH:7][CH2:8][NH:9][C:4]2=[CH:3][CH:2]=1, predict the reactants needed to synthesize it. The reactants are: [N:1]1[N:5]2[C:6]([C:10]3[CH:11]=[C:12]([NH:16][C:17](=[O:28])[C:18]4[CH:23]=[CH:22][CH:21]=[C:20]([C:24]([F:27])([F:26])[F:25])[CH:19]=4)[CH:13]=[CH:14][CH:15]=3)=[CH:7][CH:8]=[N:9][C:4]2=[CH:3][CH:2]=1.C([BH3-])#N.[Na+]. (4) Given the product [CH3:1][O:2][C:3]1[C:24]([O:25][CH3:26])=[CH:23][C:6]2[CH2:7][C:8](=[O:22])[N:9]([CH2:13][C:14]3[CH:15]=[CH:16][C:17]([O:20][CH3:21])=[CH:18][CH:19]=3)[CH:10]=[CH:11][C:5]=2[CH:4]=1, predict the reactants needed to synthesize it. The reactants are: [CH3:1][O:2][C:3]1[C:24]([O:25][CH3:26])=[CH:23][C:6]2[CH2:7][C:8](=[O:22])[N:9]([CH2:13][C:14]3[CH:19]=[CH:18][C:17]([O:20][CH3:21])=[CH:16][CH:15]=3)[C:10](=O)[CH2:11][C:5]=2[CH:4]=1.[Cl-].[NH4+].O.ClCCl. (5) The reactants are: [Cl:1][C:2]1[CH:3]=[C:4]([O:11]C)[C:5]([OH:10])=[C:6]([CH:9]=1)[CH:7]=[O:8].O. Given the product [Cl:1][C:2]1[CH:3]=[C:4]([OH:11])[C:5]([OH:10])=[C:6]([CH:9]=1)[CH:7]=[O:8], predict the reactants needed to synthesize it. (6) Given the product [CH2:46]([O:48][C:49](=[O:63])[CH2:50][O:51][C:52]1[CH:57]=[CH:56][C:55]([S:58][CH2:8][CH:7]=[C:6]([C:10]2[O:11][CH:12]=[CH:13][CH:14]=2)[C:2]2[O:1][CH:5]=[CH:4][CH:3]=2)=[CH:54][C:53]=1[C:59]([F:60])([F:61])[F:62])[CH3:47], predict the reactants needed to synthesize it. The reactants are: [O:1]1[CH:5]=[CH:4][CH:3]=[C:2]1[C:6]([C:10]1[O:11][CH:12]=[CH:13][CH:14]=1)=[CH:7][CH2:8]O.C1(P(C2C=CC=CC=2)C2C=CC=CC=2)C=CC=CC=1.CCOC(/N=N/C(OCC)=O)=O.[CH2:46]([O:48][C:49](=[O:63])[CH2:50][O:51][C:52]1[CH:57]=[CH:56][C:55]([SH:58])=[CH:54][C:53]=1[C:59]([F:62])([F:61])[F:60])[CH3:47]. (7) Given the product [Cl:1][C:2]1[N:7]=[C:6]([N:15]2[CH2:19][CH2:18][C@@H:17]([NH:20][C:21](=[O:27])[O:22][C:23]([CH3:25])([CH3:24])[CH3:26])[CH2:16]2)[CH:5]=[C:4]([CH:9]2[CH2:14][CH2:13][CH2:12][CH2:11][CH2:10]2)[N:3]=1, predict the reactants needed to synthesize it. The reactants are: [Cl:1][C:2]1[N:7]=[C:6](Cl)[CH:5]=[C:4]([CH:9]2[CH2:14][CH2:13][CH2:12][CH2:11][CH2:10]2)[N:3]=1.[NH:15]1[CH2:19][CH2:18][C@@H:17]([NH:20][C:21](=[O:27])[O:22][C:23]([CH3:26])([CH3:25])[CH3:24])[CH2:16]1.C(N(CC)CC)C. (8) Given the product [NH2:1][C:2]1[N:3]=[CH:4][CH:5]=[CH:6][C:7]=1[C:8]([NH:10][OH:11])=[NH:9], predict the reactants needed to synthesize it. The reactants are: [NH2:1][C:2]1[C:7]([C:8]#[N:9])=[CH:6][CH:5]=[CH:4][N:3]=1.[NH2:10][OH:11]. (9) Given the product [CH:1]1([C:4]2[N:8]=[C:7]([C:9]3[C:10]4[CH2:18][CH2:17][C:16]([F:20])([F:19])[CH2:15][C:11]=4[S:12][C:13]=3[NH:14][C:32]([C:22]3[CH:21]4[CH2:28][CH2:27][CH:24]([CH2:25][CH2:26]4)[C:23]=3[C:29]([OH:31])=[O:30])=[O:33])[S:6][N:5]=2)[CH2:3][CH2:2]1, predict the reactants needed to synthesize it. The reactants are: [CH:1]1([C:4]2[N:8]=[C:7]([C:9]3[C:10]4[CH2:18][CH2:17][C:16]([F:20])([F:19])[CH2:15][C:11]=4[S:12][C:13]=3[NH2:14])[S:6][N:5]=2)[CH2:3][CH2:2]1.[CH:21]12[CH2:28][CH2:27][CH:24]([CH2:25][CH2:26]1)[C:23]1[C:29]([O:31][C:32](=[O:33])[C:22]2=1)=[O:30]. (10) Given the product [CH2:8]1[O:7][C:12]2[CH:13]=[CH:14][C:15]([C:17]([OH:19])=[O:18])=[CH:16][C:11]=2[O:10][CH2:9]1, predict the reactants needed to synthesize it. The reactants are: [Mn]([O-])(=O)(=O)=O.[K+].[O:7]1[C:12]2[CH:13]=[CH:14][C:15]([CH:17]=[O:18])=[CH:16][C:11]=2[O:10][CH2:9][CH2:8]1.[OH-:19].[K+].